Predict the reactants needed to synthesize the given product. From a dataset of Full USPTO retrosynthesis dataset with 1.9M reactions from patents (1976-2016). Given the product [O:29]=[C:27]1[NH:26][C:25](=[O:30])[CH:24]([CH2:23][C:20]2[CH:19]=[CH:18][C:17]([C:13]3[CH:14]=[CH:15][CH:16]=[C:11]([CH2:10][N:9]([CH3:8])[C:36](=[O:37])[C:35]4[CH:39]=[CH:40][C:32]([F:31])=[CH:33][CH:34]=4)[CH:12]=3)=[CH:22][CH:21]=2)[S:28]1, predict the reactants needed to synthesize it. The reactants are: FC(F)(F)C(O)=O.[CH3:8][NH:9][CH2:10][C:11]1[CH:12]=[C:13]([C:17]2[CH:22]=[CH:21][C:20]([CH2:23][CH:24]3[S:28][C:27](=[O:29])[NH:26][C:25]3=[O:30])=[CH:19][CH:18]=2)[CH:14]=[CH:15][CH:16]=1.[F:31][C:32]1[CH:40]=[CH:39][C:35]([C:36](Cl)=[O:37])=[CH:34][CH:33]=1.